From a dataset of Catalyst prediction with 721,799 reactions and 888 catalyst types from USPTO. Predict which catalyst facilitates the given reaction. (1) Reactant: [C:1]([C:5]1[CH:10]=[CH:9][C:8]([S:11]([NH:14][C:15]2[C:23]3[C:18](=[N:19][CH:20]=[CH:21][CH:22]=3)[S:17][C:16]=2[C:24]([O:26]C)=[O:25])(=[O:13])=[O:12])=[CH:7][CH:6]=1)([CH3:4])([CH3:3])[CH3:2].[OH-].[Na+].O. Product: [C:1]([C:5]1[CH:10]=[CH:9][C:8]([S:11]([NH:14][C:15]2[C:23]3[C:18](=[N:19][CH:20]=[CH:21][CH:22]=3)[S:17][C:16]=2[C:24]([OH:26])=[O:25])(=[O:12])=[O:13])=[CH:7][CH:6]=1)([CH3:4])([CH3:2])[CH3:3]. The catalyst class is: 7. (2) Reactant: [Na].[CH3:2][N:3]([CH3:7])[CH2:4][CH2:5][OH:6].Cl[C:9]1[CH:18]=[C:17]([NH:19][C:20]2[C:25]([Cl:26])=[CH:24][N:23]=[CH:22][C:21]=2[Cl:27])[C:16]2[C:11](=[C:12]([O:30][CH:31]3[CH2:35][CH2:34][CH2:33][CH2:32]3)[C:13]([O:28][CH3:29])=[CH:14][CH:15]=2)[N:10]=1. Product: [CH:31]1([O:30][C:12]2[C:13]([O:28][CH3:29])=[CH:14][CH:15]=[C:16]3[C:11]=2[N:10]=[C:9]([O:6][CH2:5][CH2:4][N:3]([CH3:7])[CH3:2])[CH:18]=[C:17]3[NH:19][C:20]2[C:25]([Cl:26])=[CH:24][N:23]=[CH:22][C:21]=2[Cl:27])[CH2:32][CH2:33][CH2:34][CH2:35]1. The catalyst class is: 6. (3) Reactant: [F:1][C:2]1[CH:3]=[C:4]([C@H:8]([NH2:10])[CH3:9])[CH:5]=[CH:6][CH:7]=1.[Br:11][C:12]1[CH:13]=[C:14]([CH:17]=[CH:18][C:19]=1[O:20][CH3:21])[CH:15]=O.C([BH3-])#N.[Na+].C(O)(=O)C. Product: [Br:11][C:12]1[CH:13]=[C:14]([CH:17]=[CH:18][C:19]=1[O:20][CH3:21])[CH2:15][NH:10][C@@H:8]([C:4]1[CH:5]=[CH:6][CH:7]=[C:2]([F:1])[CH:3]=1)[CH3:9]. The catalyst class is: 5. (4) Reactant: [OH:1][C:2]1[CH:7]=[CH:6][C:5]([C:8]2[O:9][C:10]3[C:15]([C:16](=[O:18])[CH:17]=2)=[CH:14][CH:13]=[CH:12][CH:11]=3)=[CH:4][CH:3]=1.[CH2:19]([N:26]([CH2:30][CH2:31]O)[CH2:27][CH2:28][OH:29])[C:20]1[CH:25]=[CH:24][CH:23]=[CH:22][CH:21]=1.C1C=CC(P(C2C=CC=CC=2)C2C=CC=CC=2)=CC=1.CC(OC(/N=N/C(OC(C)C)=O)=O)C. Product: [CH2:19]([N:26]([CH2:27][CH2:28][OH:29])[CH2:30][CH2:31][O:1][C:2]1[CH:7]=[CH:6][C:5]([C:8]2[O:9][C:10]3[C:15]([C:16](=[O:18])[CH:17]=2)=[CH:14][CH:13]=[CH:12][CH:11]=3)=[CH:4][CH:3]=1)[C:20]1[CH:25]=[CH:24][CH:23]=[CH:22][CH:21]=1. The catalyst class is: 1. (5) Reactant: C(OC(=O)[NH:7][CH:8]1[CH2:13][CH2:12][N:11]([CH2:14][C:15]2[CH:19]=[CH:18][N:17]([C:20]3[CH:25]=[CH:24][C:23]([C:26]([F:29])([F:28])[F:27])=[CH:22][N:21]=3)[CH:16]=2)[CH2:10][CH2:9]1)(C)(C)C.C(OCC)C.[ClH:36]. Product: [ClH:36].[ClH:36].[ClH:36].[F:29][C:26]([F:27])([F:28])[C:23]1[CH:24]=[CH:25][C:20]([N:17]2[CH:18]=[CH:19][C:15]([CH2:14][N:11]3[CH2:10][CH2:9][CH:8]([NH2:7])[CH2:13][CH2:12]3)=[CH:16]2)=[N:21][CH:22]=1. The catalyst class is: 12. (6) Reactant: Cl[C:2]1[N:7]=[C:6](Cl)[C:5]([F:9])=[CH:4][N:3]=1.[C:10]([C:12]1[CH:13]=[C:14]([CH:16]=[CH:17][C:18]=1[OH:19])[NH2:15])#[N:11]. Product: [OH:19][C:18]1[CH:17]=[CH:16][C:14]([NH:15][C:2]2[N:7]=[C:6]([NH:15][C:14]3[CH:16]=[CH:17][C:18]([OH:19])=[C:12]([C:10]#[N:11])[CH:13]=3)[C:5]([F:9])=[CH:4][N:3]=2)=[CH:13][C:12]=1[C:10]#[N:11]. The catalyst class is: 24. (7) Reactant: [C:1]([O:4][C:5]1[CH:10]=[CH:9][C:8]([C:11]2[N:12]=[C:13]([CH2:18][C:19]3[CH:24]=[CH:23][CH:22]=[CH:21][CH:20]=3)[C:14]([NH2:17])=[N:15][CH:16]=2)=[CH:7][CH:6]=1)(=[O:3])[CH3:2].C(N(CC)CC)C.[CH3:32][S:33](Cl)(=[O:35])=[O:34].Cl. Product: [C:1]([O:4][C:5]1[CH:6]=[CH:7][C:8]([C:11]2[N:12]=[C:13]([CH2:18][C:19]3[CH:24]=[CH:23][CH:22]=[CH:21][CH:20]=3)[C:14]([N:17]([S:33]([CH3:32])(=[O:35])=[O:34])[S:33]([CH3:32])(=[O:35])=[O:34])=[N:15][CH:16]=2)=[CH:9][CH:10]=1)(=[O:3])[CH3:2]. The catalyst class is: 4.